Dataset: Reaction yield outcomes from USPTO patents with 853,638 reactions. Task: Predict the reaction yield, written as a fraction of the theoretical maximum amount of product (1.0 means a 100% yield; for example, 0.34 means a 34% yield). The reactants are Br[C:2]1[N:7]=[C:6]([C:8]([OH:10])=[O:9])[C:5]([F:11])=[CH:4][CH:3]=1.[F:12][C:13]1[CH:18]=[CH:17][C:16]([O:19][CH3:20])=[CH:15][C:14]=1B(O)O. The catalyst is C1C=CC(P(C2C=CC=CC=2)[C-]2C=CC=C2)=CC=1.C1C=CC(P(C2C=CC=CC=2)[C-]2C=CC=C2)=CC=1.Cl[Pd]Cl.[Fe+2].C(Cl)Cl. The product is [F:11][C:5]1[C:6]([C:8]([OH:10])=[O:9])=[N:7][C:2]([C:14]2[CH:15]=[C:16]([O:19][CH3:20])[CH:17]=[CH:18][C:13]=2[F:12])=[CH:3][CH:4]=1. The yield is 0.890.